This data is from Reaction yield outcomes from USPTO patents with 853,638 reactions. The task is: Predict the reaction yield, written as a fraction of the theoretical maximum amount of product (1.0 means a 100% yield; for example, 0.34 means a 34% yield). The reactants are Cl.[NH2:2][OH:3].O.[CH:5]1([C:8]([C@H:10]2[C@H:15]([CH3:16])[CH2:14][C@H:13]3[C@H:17]4[C:26]([C@@H:27]([C:29]5[CH:34]=[CH:33][C:32]([C:35]6[CH:36]=[N:37][CH:38]=[CH:39][CH:40]=6)=[CH:31][CH:30]=5)[CH2:28][C@:11]23[CH3:12])=[C:25]2[C:20](=[CH:21][C:22](=O)[CH2:23][CH2:24]2)[CH2:19][CH2:18]4)=[O:9])[CH2:7][CH2:6]1. The catalyst is O1CCOCC1. The product is [CH:5]1([C:8]([C@H:10]2[C@H:15]([CH3:16])[CH2:14][C@H:13]3[C@H:17]4[C:26]([C@@H:27]([C:29]5[CH:34]=[CH:33][C:32]([C:35]6[CH:36]=[N:37][CH:38]=[CH:39][CH:40]=6)=[CH:31][CH:30]=5)[CH2:28][C@:11]23[CH3:12])=[C:25]2[C:20](=[CH:21][C:22](=[N:2][OH:3])[CH2:23][CH2:24]2)[CH2:19][CH2:18]4)=[O:9])[CH2:7][CH2:6]1. The yield is 0.840.